This data is from Peptide-MHC class I binding affinity with 185,985 pairs from IEDB/IMGT. The task is: Regression. Given a peptide amino acid sequence and an MHC pseudo amino acid sequence, predict their binding affinity value. This is MHC class I binding data. (1) The peptide sequence is GHQAAMQML. The MHC is HLA-A02:03 with pseudo-sequence HLA-A02:03. The binding affinity (normalized) is 0. (2) The peptide sequence is DNQKLSYLK. The MHC is HLA-A33:01 with pseudo-sequence HLA-A33:01. The binding affinity (normalized) is 0.165. (3) The peptide sequence is YQSLSPPPF. The MHC is HLA-A32:01 with pseudo-sequence HLA-A32:01. The binding affinity (normalized) is 0.218. (4) The peptide sequence is MSADNAGAL. The MHC is HLA-B18:01 with pseudo-sequence HLA-B18:01. The binding affinity (normalized) is 0.0847. (5) The MHC is HLA-A02:06 with pseudo-sequence HLA-A02:06. The peptide sequence is YLYASFCTV. The binding affinity (normalized) is 1.00. (6) The peptide sequence is YLYGIGSAVV. The MHC is HLA-A02:06 with pseudo-sequence HLA-A02:06. The binding affinity (normalized) is 0.478.